Predict which catalyst facilitates the given reaction. From a dataset of Catalyst prediction with 721,799 reactions and 888 catalyst types from USPTO. (1) Reactant: [CH3:1][O:2][C:3]1[CH:28]=[C:27]([O:29][CH3:30])[CH:26]=[CH:25][C:4]=1[CH2:5][N:6]([C:19]1[CH:24]=[CH:23][N:22]=[CH:21][N:20]=1)[S:7]([C:10]1[CH:15]=[C:14]([F:16])[C:13](F)=[CH:12][C:11]=1[F:18])(=[O:9])=[O:8].[N:31]1([C@H:36]2[CH2:41][CH2:40][CH2:39][CH2:38][C@@H:37]2[OH:42])[CH:35]=[CH:34][N:33]=[CH:32]1.[H-].[Na+]. Product: [CH3:1][O:2][C:3]1[CH:28]=[C:27]([O:29][CH3:30])[CH:26]=[CH:25][C:4]=1[CH2:5][N:6]([C:19]1[CH:24]=[CH:23][N:22]=[CH:21][N:20]=1)[S:7]([C:10]1[CH:15]=[C:14]([F:16])[C:13]([O:42][C@H:37]2[CH2:38][CH2:39][CH2:40][CH2:41][C@@H:36]2[N:31]2[CH:35]=[CH:34][N:33]=[CH:32]2)=[CH:12][C:11]=1[F:18])(=[O:8])=[O:9]. The catalyst class is: 3. (2) Reactant: C([O:3][CH:4](OCC)[C:5]1[N:9]([CH3:10])[N:8]=[C:7]([C:11]2[CH:16]=[CH:15][CH:14]=[C:13]([CH3:17])[N:12]=2)[N:6]=1)C.[ClH:21]. Product: [OH2:3].[ClH:21].[CH3:10][N:9]1[C:5]([CH:4]=[O:3])=[N:6][C:7]([C:11]2[CH:16]=[CH:15][CH:14]=[C:13]([CH3:17])[N:12]=2)=[N:8]1. The catalyst class is: 6. (3) Reactant: [CH2:1]([CH:3]([C:6]1[C:10]([CH2:11][CH2:12][CH2:13][O:14]COC)=[CH:9][NH:8][N:7]=1)[CH2:4][CH3:5])[CH3:2].CS[C:20]1[N:25]=[CH:24][C:23]([C:26]([F:29])([F:28])[F:27])=[CH:22][N:21]=1.[H-].[Na+].[H][H]. Product: [CH2:1]([CH:3]([C:6]1[C:10]([CH2:11][CH2:12][CH2:13][OH:14])=[CH:9][N:8]([C:20]2[N:25]=[CH:24][C:23]([C:26]([F:29])([F:28])[F:27])=[CH:22][N:21]=2)[N:7]=1)[CH2:4][CH3:5])[CH3:2]. The catalyst class is: 132. (4) Reactant: C1C(=O)N([Br:8])C(=O)C1.[C:9]([O:13][C:14]([NH:16][N:17]1[CH:21]=[CH:20][N:19]=[C:18]1[C:22]([O:24][CH2:25][CH3:26])=[O:23])=[O:15])([CH3:12])([CH3:11])[CH3:10].C(=O)(O)[O-].[Na+]. Product: [Br:8][C:20]1[N:19]=[C:18]([C:22]([O:24][CH2:25][CH3:26])=[O:23])[N:17]([NH:16][C:14]([O:13][C:9]([CH3:12])([CH3:11])[CH3:10])=[O:15])[CH:21]=1. The catalyst class is: 3. (5) Reactant: [C:1]1([N:7]2[CH2:12][CH2:11][NH:10][CH2:9][CH2:8]2)[CH:6]=[CH:5][CH:4]=[CH:3][CH:2]=1.[N:13]([C:16]([O:18][CH2:19][CH3:20])=[O:17])=[C:14]=[S:15]. Product: [C:1]1([N:7]2[CH2:12][CH2:11][N:10]([C:14]([NH:13][C:16](=[O:17])[O:18][CH2:19][CH3:20])=[S:15])[CH2:9][CH2:8]2)[CH:6]=[CH:5][CH:4]=[CH:3][CH:2]=1. The catalyst class is: 21. (6) Product: [CH3:1][O:2][C:3]1[CH:4]=[C:5]([C:11]2[C:20](=[O:21])[C:19]3[C:14](=[CH:15][C:16]([O:22][CH2:23][CH:24]([OH:25])[CH2:26][N:27]4[CH2:32][CH2:31][NH:30][CH2:29][CH2:28]4)=[CH:17][CH:18]=3)[O:13][CH:12]=2)[CH:6]=[CH:7][C:8]=1[O:9][CH3:10]. The catalyst class is: 8. Reactant: [CH3:1][O:2][C:3]1[CH:4]=[C:5]([C:11]2[C:20](=[O:21])[C:19]3[C:14](=[CH:15][C:16]([O:22][CH2:23][CH:24]4[CH2:26][O:25]4)=[CH:17][CH:18]=3)[O:13][CH:12]=2)[CH:6]=[CH:7][C:8]=1[O:9][CH3:10].[NH:27]1[CH2:32][CH2:31][NH:30][CH2:29][CH2:28]1. (7) Reactant: [Cl:1][C:2]1[CH:3]=[C:4]2[C:8](=[CH:9][CH:10]=1)[NH:7][CH:6]=[C:5]2[CH2:11][CH2:12][NH:13][C:14](=[O:23])[C:15]1[CH:20]=[CH:19][C:18]([CH2:21]Cl)=[CH:17][CH:16]=1.[CH:24]1([NH2:30])[CH2:29][CH2:28][CH2:27][CH2:26][CH2:25]1.[I-].[Na+]. Product: [Cl:1][C:2]1[CH:3]=[C:4]2[C:8](=[CH:9][CH:10]=1)[NH:7][CH:6]=[C:5]2[CH2:11][CH2:12][NH:13][C:14](=[O:23])[C:15]1[CH:20]=[CH:19][C:18]([CH2:21][NH:30][CH:24]2[CH2:29][CH2:28][CH2:27][CH2:26][CH2:25]2)=[CH:17][CH:16]=1. The catalyst class is: 1. (8) Reactant: Cl.C(O[C:5]([C:7]1[CH:8]=[C:9]2[C:13](=[CH:14][CH:15]=1)[NH:12][N:11]=[C:10]2[C:16]1[CH:25]=[CH:24][C:23]2[C:18](=[CH:19][CH:20]=[C:21]([O:26][CH2:27][CH2:28][N:29]3[CH2:34][CH2:33][CH2:32][CH2:31][CH2:30]3)[CH:22]=2)[CH:17]=1)=[NH:6])C.[CH:35]1([CH2:38][C:39]([NH:41][NH2:42])=O)[CH2:37][CH2:36]1.C(N(CC)CC)C. Product: [CH:35]1([CH2:38][C:39]2[NH:41][N:42]=[C:5]([C:7]3[CH:8]=[C:9]4[C:13](=[CH:14][CH:15]=3)[NH:12][N:11]=[C:10]4[C:16]3[CH:25]=[CH:24][C:23]4[C:18](=[CH:19][CH:20]=[C:21]([O:26][CH2:27][CH2:28][N:29]5[CH2:34][CH2:33][CH2:32][CH2:31][CH2:30]5)[CH:22]=4)[CH:17]=3)[N:6]=2)[CH2:37][CH2:36]1. The catalyst class is: 5. (9) Reactant: [Cl:1][C:2]1[CH:11]=[C:10]2[C:5]([C:6]([OH:19])=[C:7]([C:13]3[O:17][N:16]=[C:15]([CH3:18])[CH:14]=3)[C:8](=[O:12])[NH:9]2)=[CH:4][C:3]=1I.CC1(C)C(C)(C)OB([C:29]2[CH:34]=[CH:33][C:32]([C:35]3[N:36]=[C:37]([NH:40][C:41](=[O:43])[CH3:42])[S:38][CH:39]=3)=[CH:31][CH:30]=2)O1.C(=O)([O-])[O-].[Cs+].[Cs+]. Product: [Cl:1][C:2]1[CH:11]=[C:10]2[C:5]([C:6]([OH:19])=[C:7]([C:13]3[O:17][N:16]=[C:15]([CH3:18])[CH:14]=3)[C:8](=[O:12])[NH:9]2)=[CH:4][C:3]=1[C:29]1[CH:30]=[CH:31][C:32]([C:35]2[N:36]=[C:37]([NH:40][C:41](=[O:43])[CH3:42])[S:38][CH:39]=2)=[CH:33][CH:34]=1. The catalyst class is: 70.